From a dataset of Forward reaction prediction with 1.9M reactions from USPTO patents (1976-2016). Predict the product of the given reaction. (1) Given the reactants [C:1]([O:4][C:5]1[C:24]([O:25][CH3:26])=[CH:23][C:8]([C:9]([NH:11][CH2:12][CH2:13][C:14]2[CH:19]=[CH:18][C:17]([N+:20]([O-])=O)=[CH:16][CH:15]=2)=[O:10])=[CH:7][C:6]=1[O:27][CH3:28])(=[O:3])[CH3:2].CC(C1C=C(C=C(C(C)(C)C)C=1O)C(NCC1C=CC([N+]([O-])=O)=CC=1)=O)(C)C, predict the reaction product. The product is: [C:1]([O:4][C:5]1[C:24]([O:25][CH3:26])=[CH:23][C:8]([C:9]([NH:11][CH2:12][CH2:13][C:14]2[CH:19]=[CH:18][C:17]([NH2:20])=[CH:16][CH:15]=2)=[O:10])=[CH:7][C:6]=1[O:27][CH3:28])(=[O:3])[CH3:2]. (2) Given the reactants [F:1][C:2]([F:7])([F:6])[C:3]([OH:5])=[O:4].[CH3:8][C@@H:9]([NH:13][C:14]1[NH:22][C:21]2[C:17]([N:18]=[C:19]([O:23][CH3:24])[N:20]=2)=[C:16]([NH2:25])[N:15]=1)[CH2:10][CH2:11][CH3:12].C[C@H](NC1N=C2C(N=C(OC)N2C2CCCCO2)=C(N)N=1)CCC, predict the reaction product. The product is: [F:1][C:2]([F:7])([F:6])[C:3]([OH:5])=[O:4].[CH3:8][C@H:9]([NH:13][C:14]1[NH:22][C:21]2[C:17]([N:18]=[C:19]([O:23][CH3:24])[N:20]=2)=[C:16]([NH2:25])[N:15]=1)[CH2:10][CH2:11][CH3:12]. (3) Given the reactants [CH:1]([C:4]1[CH:5]=[CH:6][C:7]([S:10]([NH:13][C:14]2[C:19]([O:20][C:21]3[CH:26]=[CH:25][CH:24]=[CH:23][C:22]=3[O:27][CH3:28])=[C:18](Cl)[N:17]=[C:16]([C:30]3[CH:35]=[CH:34][N:33]=[CH:32][CH:31]=3)[N:15]=2)(=[O:12])=[O:11])=[N:8][CH:9]=1)([CH3:3])[CH3:2].[CH3:36][O:37][CH2:38][C:39]#[C:40][CH2:41][OH:42].C(O)C#CCO.COS(OC)(=O)=O.[H-].[Na+], predict the reaction product. The product is: [CH:1]([C:4]1[CH:5]=[CH:6][C:7]([S:10]([NH:13][C:14]2[C:19]([O:20][C:21]3[CH:26]=[CH:25][CH:24]=[CH:23][C:22]=3[O:27][CH3:28])=[C:18]([O:42][CH2:41][C:40]#[C:39][CH2:38][O:37][CH3:36])[N:17]=[C:16]([C:30]3[CH:35]=[CH:34][N:33]=[CH:32][CH:31]=3)[N:15]=2)(=[O:12])=[O:11])=[N:8][CH:9]=1)([CH3:3])[CH3:2]. (4) Given the reactants [CH:1]1([C:7](Cl)=[O:8])[CH2:6][CH2:5][CH2:4][CH2:3][CH2:2]1.[NH2:10][C@@H:11]1[CH2:16][CH2:15][CH2:14][N:13](C(OC(C)(C)C)=O)[CH2:12]1.CCN(C(C)C)C(C)C.C(O)C(N)(CO)CO, predict the reaction product. The product is: [NH:13]1[CH2:14][CH2:15][CH2:16][C@@H:11]([NH:10][C:7]([CH:1]2[CH2:6][CH2:5][CH2:4][CH2:3][CH2:2]2)=[O:8])[CH2:12]1. (5) Given the reactants [Br:1][C:2]1[CH:3]=[C:4]2[CH:10]=[N:9][NH:8][C:5]2=[N:6][CH:7]=1.[I:11]N1C(=O)CCC1=O, predict the reaction product. The product is: [Br:1][C:2]1[CH:3]=[C:4]2[C:10]([I:11])=[N:9][NH:8][C:5]2=[N:6][CH:7]=1.